From a dataset of Forward reaction prediction with 1.9M reactions from USPTO patents (1976-2016). Predict the product of the given reaction. (1) Given the reactants [Cl:1][C:2]1[CH:7]=[CH:6][C:5]([CH3:8])=[CH:4][C:3]=1[O:9][CH3:10].CC(O)=[O:13].O, predict the reaction product. The product is: [Cl:1][C:2]1[CH:7]=[CH:6][C:5]([CH:8]=[O:13])=[CH:4][C:3]=1[O:9][CH3:10]. (2) Given the reactants [F:1][C:2]([S:5][C:6]1[CH:11]=[CH:10][C:9]([NH:12][C@H:13]2[CH2:18][CH2:17][C@H:16]([O:19][CH2:20][C:21](O)=[O:22])[CH2:15][CH2:14]2)=[CH:8][CH:7]=1)([F:4])[F:3].F[P-](F)(F)(F)(F)F.N1(OC(N(C)C)=[N+](C)C)C2C=CC=CC=2N=N1.[F:48][C:49]([F:63])([F:62])[C:50]1[CH:55]=[CH:54][C:53]([N:56]2[CH2:61][CH2:60][NH:59][CH2:58][CH2:57]2)=[CH:52][CH:51]=1.C(N(C(C)C)CC)(C)C.[O-2].[Al+3].[O-2].[O-2].[Al+3], predict the reaction product. The product is: [F:63][C:49]([F:48])([F:62])[C:50]1[CH:51]=[CH:52][C:53]([N:56]2[CH2:61][CH2:60][N:59]([C:21](=[O:22])[CH2:20][O:19][C@H:16]3[CH2:15][CH2:14][C@H:13]([NH:12][C:9]4[CH:10]=[CH:11][C:6]([S:5][C:2]([F:1])([F:3])[F:4])=[CH:7][CH:8]=4)[CH2:18][CH2:17]3)[CH2:58][CH2:57]2)=[CH:54][CH:55]=1.